Task: Predict the reactants needed to synthesize the given product.. Dataset: Full USPTO retrosynthesis dataset with 1.9M reactions from patents (1976-2016) (1) Given the product [OH:46][CH:37]([CH2:38][O:39][C:40]1[CH:45]=[CH:44][CH:43]=[CH:42][CH:41]=1)[CH2:36][NH:35][C:16]([C@@H:9]1[CH2:10][C:11](=[N:13][O:14][CH3:15])[CH2:12][N:8]1[C:6]([C:29]1[CH:28]=[CH:27][C:26]([C:21]2[CH:22]=[CH:23][CH:24]=[CH:25][C:20]=2[CH3:19])=[CH:31][CH:30]=1)=[O:7])=[O:18], predict the reactants needed to synthesize it. The reactants are: C(O[C:6]([N:8]1[CH2:12][C:11](=[N:13][O:14][CH3:15])[CH2:10][C@H:9]1[C:16]([OH:18])=O)=[O:7])(C)(C)C.[CH3:19][C:20]1[CH:25]=[CH:24][CH:23]=[CH:22][C:21]=1[C:26]1[CH:31]=[CH:30][C:29](C(O)=O)=[CH:28][CH:27]=1.[NH2:35][CH2:36][CH:37]([OH:46])[CH2:38][O:39][C:40]1[CH:45]=[CH:44][CH:43]=[CH:42][CH:41]=1. (2) The reactants are: [F:1][C:2]1[CH:3]=[C:4]([OH:9])[CH:5]=[CH:6][C:7]=1[F:8].F[C:11]1[CH:16]=[CH:15][C:14]([C:17](=[O:19])[CH3:18])=[CH:13][CH:12]=1.C([O-])([O-])=O.[K+].[K+].O. Given the product [F:1][C:2]1[CH:3]=[C:4]([CH:5]=[CH:6][C:7]=1[F:8])[O:9][C:11]1[CH:16]=[CH:15][C:14]([C:17](=[O:19])[CH3:18])=[CH:13][CH:12]=1, predict the reactants needed to synthesize it.